From a dataset of Catalyst prediction with 721,799 reactions and 888 catalyst types from USPTO. Predict which catalyst facilitates the given reaction. (1) The catalyst class is: 3. Product: [NH2:1][C:2]1[C:7]([C:8]#[N:9])=[C:6]([C:10]2[S:11][CH:12]=[CH:13][CH:14]=2)[C:5]([C:15]#[N:16])=[C:4]([S:17][CH2:19][C:20]2[N:21]=[C:22]([C:25]3[CH:30]=[CH:29][C:28]([Cl:31])=[CH:27][CH:26]=3)[S:23][CH:24]=2)[N:3]=1. Reactant: [NH2:1][C:2]1[C:7]([C:8]#[N:9])=[C:6]([C:10]2[S:11][CH:12]=[CH:13][CH:14]=2)[C:5]([C:15]#[N:16])=[C:4]([SH:17])[N:3]=1.Cl[CH2:19][C:20]1[N:21]=[C:22]([C:25]2[CH:30]=[CH:29][C:28]([Cl:31])=[CH:27][CH:26]=2)[S:23][CH:24]=1.C(=O)(O)[O-].[Na+]. (2) Reactant: [NH2:1][C:2]1[CH:3]=[C:4]([CH2:8][CH2:9][OH:10])[CH:5]=[CH:6][CH:7]=1.[C:11](OC(=O)C)(=[O:13])[CH3:12].[Li+].[OH-]. Product: [OH:10][CH2:9][CH2:8][C:4]1[CH:3]=[C:2]([NH:1][C:11](=[O:13])[CH3:12])[CH:7]=[CH:6][CH:5]=1. The catalyst class is: 15. (3) Reactant: C(OC(=O)[NH:7][C@H:8]([CH2:27][C:28]1[CH:33]=[CH:32][C:31]([O:34][CH3:35])=[CH:30][CH:29]=1)[C:9](=[O:26])[N:10]1[CH2:13][C:12]([CH2:21][CH2:22][CH2:23][CH2:24][CH3:25])([C:14]2[CH:19]=[CH:18][C:17]([F:20])=[CH:16][CH:15]=2)[CH2:11]1)(C)(C)C.FC(F)(F)C(O)=O. Product: [NH2:7][C@H:8]([CH2:27][C:28]1[CH:29]=[CH:30][C:31]([O:34][CH3:35])=[CH:32][CH:33]=1)[C:9]([N:10]1[CH2:11][C:12]([CH2:21][CH2:22][CH2:23][CH2:24][CH3:25])([C:14]2[CH:19]=[CH:18][C:17]([F:20])=[CH:16][CH:15]=2)[CH2:13]1)=[O:26]. The catalyst class is: 4. (4) Reactant: [Cl-].[Cl-].[Ca+2].[BH4-].[Na+].C([O:13][C:14]([C@H:16]1[CH2:19][C:18](=[O:20])[N:17]1[Si:21]([C:24]([CH3:27])([CH3:26])[CH3:25])([CH3:23])[CH3:22])=O)C1C=CC=CC=1.O. Product: [C:24]([Si:21]([CH3:23])([CH3:22])[N:17]1[C@@H:16]([CH2:14][OH:13])[CH2:19][C:18]1=[O:20])([CH3:27])([CH3:26])[CH3:25]. The catalyst class is: 301.